From a dataset of Forward reaction prediction with 1.9M reactions from USPTO patents (1976-2016). Predict the product of the given reaction. (1) Given the reactants [N+](CCCC)(CCCC)(CCCC)CCCC.[F-].[Si]([O:26][CH2:27][CH2:28][N:29]1[CH2:34][CH2:33][CH:32]=[C:31]([C:35]([NH:37][N:38]2[C:46]3[C:41](=[CH:42][C:43]([Cl:47])=[CH:44][CH:45]=3)[CH:40]=[CH:39]2)=[O:36])[CH2:30]1)(C(C)(C)C)(C)C, predict the reaction product. The product is: [Cl:47][C:43]1[CH:42]=[C:41]2[C:46](=[CH:45][CH:44]=1)[N:38]([NH:37][C:35]([C:31]1[CH2:30][N:29]([CH2:28][CH2:27][OH:26])[CH2:34][CH2:33][CH:32]=1)=[O:36])[CH:39]=[CH:40]2. (2) Given the reactants O1[C@H](CO)[C@@H](O)[C@H](O)C=C1.C([O:14][C@@H:15]1[C@@H:20]([O:21]C(=O)C)[C@H:19]([O:25]C(=O)C)[C@@H:18]([CH2:29][O:30]C(=O)C)[O:17][C@H:16]1[C:34]1[CH:39]=[CH:38][C:37]([Cl:40])=[C:36]([CH2:41][N:42]2[CH2:50][C:49]3[C:44](=[CH:45][CH:46]=[CH:47][CH:48]=3)[CH2:43]2)[CH:35]=1)(=O)C, predict the reaction product. The product is: [C@@H:16]1([C:34]2[CH:39]=[CH:38][C:37]([Cl:40])=[C:36]([CH2:41][N:42]3[CH2:43][C:44]4[C:49](=[CH:48][CH:47]=[CH:46][CH:45]=4)[CH2:50]3)[CH:35]=2)[O:17][C@H:18]([CH2:29][OH:30])[C@@H:19]([OH:25])[C@H:20]([OH:21])[C@H:15]1[OH:14]. (3) The product is: [NH2:21][C:16]1[CH:17]=[N:18][CH:19]=[CH:20][C:15]=1[CH:13]1[O:12][CH:11]([CH3:24])[C:10]([CH3:26])([OH:25])[CH:9]([O:8][Si:1]([C:4]([CH3:5])([CH3:7])[CH3:6])([CH3:2])[CH3:3])[CH2:14]1. Given the reactants [Si:1]([O:8][CH:9]1[CH2:14][CH:13]([C:15]2[CH:20]=[CH:19][N:18]=[CH:17][C:16]=2[N+:21]([O-])=O)[O:12][CH:11]([CH3:24])[C:10]1([CH3:26])[OH:25])([C:4]([CH3:7])([CH3:6])[CH3:5])([CH3:3])[CH3:2], predict the reaction product. (4) Given the reactants C1(CN2C3C=C(F)C(F)=CC=3N=C2C2C(OCC3CCCC3)=NC=CC=2)CCCCC1.[Cl:32][C:33]1[CH:34]=[C:35]([CH:64]=[CH:65][CH:66]=1)[CH2:36][N:37]1[C:41]2[CH:42]=[C:43]([F:47])[C:44]([F:46])=[CH:45][C:40]=2[N:39]=[C:38]1[C:48]1[C:49]([O:54]CC2C=CC(OC)=CC=2)=[N:50][CH:51]=[CH:52][CH:53]=1, predict the reaction product. The product is: [Cl:32][C:33]1[CH:34]=[C:35]([CH:64]=[CH:65][CH:66]=1)[CH2:36][N:37]1[C:41]2[CH:42]=[C:43]([F:47])[C:44]([F:46])=[CH:45][C:40]=2[N:39]=[C:38]1[C:48]1[C:49]([OH:54])=[N:50][CH:51]=[CH:52][CH:53]=1. (5) Given the reactants [NH2:1][C:2]1[C:11]([N:12]2[CH2:17][CH2:16][O:15][CH2:14][CH2:13]2)=[CH:10][C:9]2[C:4](=[CH:5][CH:6]=[C:7]([C:18]3[C:25]([CH3:26])=[CH:24][CH:23]=[CH:22][C:19]=3[C:20]#[N:21])[CH:8]=2)[N:3]=1.[C:27]1([Mg]Cl)[CH:32]=[CH:31][CH:30]=[CH:29][CH:28]=1.C1COCC1, predict the reaction product. The product is: [NH:21]=[C:20]([C:27]1[CH:32]=[CH:31][CH:30]=[CH:29][CH:28]=1)[C:19]1[CH:22]=[CH:23][CH:24]=[C:25]([CH3:26])[C:18]=1[C:7]1[CH:8]=[C:9]2[C:4](=[CH:5][CH:6]=1)[N:3]=[C:2]([NH2:1])[C:11]([N:12]1[CH2:13][CH2:14][O:15][CH2:16][CH2:17]1)=[CH:10]2. (6) Given the reactants FC1C=CC(NC(=O)NC2C=CC(C3C=C4C(CN([C@@H](C(C)C)C(O)=O)C4=O)=CC=3)=CC=2)=CC=1.[CH3:35][O:36][C:37]1[CH:38]=[C:39]([NH:43][C:44](=[O:70])[NH:45][C:46]2[CH:51]=[CH:50][C:49]([C:52]3[CH:60]=[C:59]4[C:55]([CH2:56][N:57]([C@@H:62]([CH:67]([CH3:69])[CH3:68])[C:63]([O:65]C)=[O:64])[C:58]4=[O:61])=[CH:54][CH:53]=3)=[CH:48][CH:47]=2)[CH:40]=[CH:41][CH:42]=1, predict the reaction product. The product is: [CH3:35][O:36][C:37]1[CH:38]=[C:39]([NH:43][C:44](=[O:70])[NH:45][C:46]2[CH:47]=[CH:48][C:49]([C:52]3[CH:60]=[C:59]4[C:55]([CH2:56][N:57]([C@@H:62]([CH:67]([CH3:68])[CH3:69])[C:63]([OH:65])=[O:64])[C:58]4=[O:61])=[CH:54][CH:53]=3)=[CH:50][CH:51]=2)[CH:40]=[CH:41][CH:42]=1.